Predict the product of the given reaction. From a dataset of Forward reaction prediction with 1.9M reactions from USPTO patents (1976-2016). (1) Given the reactants [F:1][C:2]1[CH:7]=[C:6]([N+:8]([O-:10])=[O:9])[C:5]([F:11])=[CH:4][C:3]=1[OH:12].C(=O)([O-])[O-].[K+].[K+].Br[CH2:20][CH3:21].ICC, predict the reaction product. The product is: [CH2:20]([O:12][C:3]1[CH:4]=[C:5]([F:11])[C:6]([N+:8]([O-:10])=[O:9])=[CH:7][C:2]=1[F:1])[CH3:21]. (2) Given the reactants [CH:1]1([CH2:4][C:5]2([C:18]([O:20][CH2:21][CH3:22])=[O:19])[CH2:10][CH2:9][N:8](C(OC(C)(C)C)=O)[CH2:7][CH2:6]2)[CH2:3][CH2:2]1.[ClH:23], predict the reaction product. The product is: [ClH:23].[CH2:21]([O:20][C:18]([C:5]1([CH2:4][CH:1]2[CH2:2][CH2:3]2)[CH2:6][CH2:7][NH:8][CH2:9][CH2:10]1)=[O:19])[CH3:22]. (3) Given the reactants [Cl:1][C:2]1[C:3]([F:31])=[C:4]([C@@H:8]2[C@:12]([C:15]3[CH:20]=[CH:19][C:18]([Cl:21])=[CH:17][C:16]=3[F:22])([C:13]#[N:14])[C@H:11]([CH2:23][C:24]([CH3:27])([CH3:26])[CH3:25])[NH:10][C@H:9]2[C:28](O)=[O:29])[CH:5]=[CH:6][CH:7]=1.CN(C(ON1N=NC2C=CC=NC1=2)=[N+](C)C)C.F[P-](F)(F)(F)(F)F.[CH3:56][O:57][C:58](=[O:67])[C:59]1[CH:64]=[CH:63][C:62]([NH2:65])=[CH:61][C:60]=1[F:66].C(N(C(C)C)CC)(C)C, predict the reaction product. The product is: [CH3:56][O:57][C:58](=[O:67])[C:59]1[CH:64]=[CH:63][C:62]([NH:65][C:28]([C@H:9]2[C@H:8]([C:4]3[CH:5]=[CH:6][CH:7]=[C:2]([Cl:1])[C:3]=3[F:31])[C@:12]([C:15]3[CH:20]=[CH:19][C:18]([Cl:21])=[CH:17][C:16]=3[F:22])([C:13]#[N:14])[C@H:11]([CH2:23][C:24]([CH3:26])([CH3:25])[CH3:27])[NH:10]2)=[O:29])=[CH:61][C:60]=1[F:66]. (4) Given the reactants [CH3:1][N:2]1[C:6]([C:7]([OH:9])=O)=[CH:5][CH:4]=[N:3]1.[NH2:10][C:11]1[N:16]=[CH:15][C:14]2[C:17]([CH3:25])([CH3:24])[C:18](=[O:23])[N:19]([CH:20]3[CH2:22][CH2:21]3)[C:13]=2[CH:12]=1, predict the reaction product. The product is: [CH:20]1([N:19]2[C:13]3[CH:12]=[C:11]([NH:10][C:7]([C:6]4[N:2]([CH3:1])[N:3]=[CH:4][CH:5]=4)=[O:9])[N:16]=[CH:15][C:14]=3[C:17]([CH3:24])([CH3:25])[C:18]2=[O:23])[CH2:22][CH2:21]1.